From a dataset of Forward reaction prediction with 1.9M reactions from USPTO patents (1976-2016). Predict the product of the given reaction. (1) Given the reactants Br[C:2]1[CH:3]=[C:4]([NH:10][C:11]2[CH:15]=[CH:14][N:13]([CH3:16])[N:12]=2)[C:5](=[O:9])[N:6]([CH3:8])[CH:7]=1.[CH3:17][N:18]([CH3:50])[C:19]1[CH:20]=[C:21]2[C:26](=[CH:27][CH:28]=1)[C:25](=[O:29])[N:24]([C:30]1[CH:40]=[CH:39][CH:38]=[C:37](B3OC(C)(C)C(C)(C)O3)[C:31]=1[CH2:32][O:33]C(=O)C)[CH2:23][CH2:22]2.C(=O)([O-])[O-].[Na+].[Na+].[OH-].[Li+], predict the reaction product. The product is: [CH3:17][N:18]([CH3:50])[C:19]1[CH:20]=[C:21]2[C:26](=[CH:27][CH:28]=1)[C:25](=[O:29])[N:24]([C:30]1[CH:40]=[CH:39][CH:38]=[C:37]([C:2]3[CH:3]=[C:4]([NH:10][C:11]4[CH:15]=[CH:14][N:13]([CH3:16])[N:12]=4)[C:5](=[O:9])[N:6]([CH3:8])[CH:7]=3)[C:31]=1[CH2:32][OH:33])[CH2:23][CH2:22]2. (2) Given the reactants Cl[C:2]1[C:3]2[S:20][C:19]([NH2:21])=[N:18][C:4]=2[N:5]=[C:6]([S:8][CH2:9][C:10]2[CH:15]=[CH:14][CH:13]=[C:12]([F:16])[C:11]=2[F:17])[N:7]=1.CCN(C(C)C)C(C)C.[NH2:31][C:32]([CH3:37])([CH3:36])[CH:33]([OH:35])O.[OH2:38], predict the reaction product. The product is: [NH2:21][C:19]1[S:20][C:3]2[C:2]([NH:31][C:32]([CH3:37])([CH2:33][OH:35])[CH2:36][OH:38])=[N:7][C:6]([S:8][CH2:9][C:10]3[CH:15]=[CH:14][CH:13]=[C:12]([F:16])[C:11]=3[F:17])=[N:5][C:4]=2[N:18]=1. (3) Given the reactants C(N(CC)CC)C.CS(Cl)(=O)=O.O[CH2:14][C:15]1[CH2:20][N:19]([NH:21][C:22]([O:24][C:25]([CH3:28])([CH3:27])[CH3:26])=[O:23])[CH2:18][CH2:17][CH:16]=1.C([O-])(O)=O.[Na+].[N-:34]=[N+:35]=[N-:36].[Na+], predict the reaction product. The product is: [N:34]([CH2:14][C:15]1[CH2:20][N:19]([NH:21][C:22]([O:24][C:25]([CH3:28])([CH3:27])[CH3:26])=[O:23])[CH2:18][CH2:17][CH:16]=1)=[N+:35]=[N-:36]. (4) Given the reactants [S:1]1[C:5]2[CH:6]=[CH:7][CH:8]=[CH:9][C:4]=2[NH:3][CH2:2]1.NC1C=CC=CC=1S.C=O.C(N(C(C)C)CC)(C)C.[Cl:29][C:30]1[CH:31]=[C:32]([CH:36]=[C:37]([O:41][C:42]([F:45])([F:44])[F:43])[C:38]=1[O:39][CH3:40])[C:33](Cl)=[O:34], predict the reaction product. The product is: [Cl:29][C:30]1[CH:31]=[C:32]([CH:36]=[C:37]([O:41][C:42]([F:43])([F:44])[F:45])[C:38]=1[O:39][CH3:40])[C:33]([N:3]1[C:4]2[CH:9]=[CH:8][CH:7]=[CH:6][C:5]=2[S:1][CH2:2]1)=[O:34]. (5) Given the reactants [CH3:1][C:2]1[O:6][N:5]=[C:4]([C:7]2[CH:12]=[CH:11][CH:10]=[CH:9][CH:8]=2)[C:3]=1[CH2:13][OH:14].[CH2:15]([O:17][C:18](=[O:28])[C:19]1[CH:24]=[C:23]([Br:25])[C:22](O)=[N:21][C:20]=1[CH3:27])[CH3:16], predict the reaction product. The product is: [CH2:15]([O:17][C:18](=[O:28])[C:19]1[CH:24]=[C:23]([Br:25])[C:22]([O:14][CH2:13][C:3]2[C:4]([C:7]3[CH:12]=[CH:11][CH:10]=[CH:9][CH:8]=3)=[N:5][O:6][C:2]=2[CH3:1])=[N:21][C:20]=1[CH3:27])[CH3:16]. (6) Given the reactants C([O:5][C:6](=[O:21])[C:7]1[CH:12]=[CH:11][C:10]([S:13]([CH3:16])(=[O:15])=[O:14])=[C:9]([S:17]([CH3:20])(=[O:19])=[O:18])[CH:8]=1)(C)(C)C.FC(F)(F)C(O)=O, predict the reaction product. The product is: [CH3:20][S:17]([C:9]1[CH:8]=[C:7]([CH:12]=[CH:11][C:10]=1[S:13]([CH3:16])(=[O:15])=[O:14])[C:6]([OH:21])=[O:5])(=[O:19])=[O:18]. (7) The product is: [CH2:16]([O:15][C:13](=[O:14])[C:12]([O:8][C:5]1[CH:6]=[CH:7][C:2]([Cl:1])=[CH:3][CH:4]=1)([CH3:19])[CH3:18])[CH3:17]. Given the reactants [Cl:1][C:2]1[CH:7]=[CH:6][C:5]([OH:8])=[CH:4][CH:3]=1.[OH-].[K+].Br[C:12]([CH3:19])([CH3:18])[C:13]([O:15][CH2:16][CH3:17])=[O:14], predict the reaction product.